This data is from NCI-60 drug combinations with 297,098 pairs across 59 cell lines. The task is: Regression. Given two drug SMILES strings and cell line genomic features, predict the synergy score measuring deviation from expected non-interaction effect. (1) Drug 1: CN(C)C1=NC(=NC(=N1)N(C)C)N(C)C. Drug 2: CNC(=O)C1=NC=CC(=C1)OC2=CC=C(C=C2)NC(=O)NC3=CC(=C(C=C3)Cl)C(F)(F)F. Cell line: SNB-75. Synergy scores: CSS=0.0415, Synergy_ZIP=-2.43, Synergy_Bliss=-0.304, Synergy_Loewe=-8.42, Synergy_HSA=-3.17. (2) Drug 1: C1CN1P(=S)(N2CC2)N3CC3. Drug 2: COC1=C2C(=CC3=C1OC=C3)C=CC(=O)O2. Cell line: NCI-H322M. Synergy scores: CSS=-6.18, Synergy_ZIP=4.82, Synergy_Bliss=2.85, Synergy_Loewe=-6.34, Synergy_HSA=-6.13. (3) Drug 1: CC1=C2C(C(=O)C3(C(CC4C(C3C(C(C2(C)C)(CC1OC(=O)C(C(C5=CC=CC=C5)NC(=O)OC(C)(C)C)O)O)OC(=O)C6=CC=CC=C6)(CO4)OC(=O)C)O)C)O. Drug 2: CC1CCC2CC(C(=CC=CC=CC(CC(C(=O)C(C(C(=CC(C(=O)CC(OC(=O)C3CCCCN3C(=O)C(=O)C1(O2)O)C(C)CC4CCC(C(C4)OC)OCCO)C)C)O)OC)C)C)C)OC. Cell line: SR. Synergy scores: CSS=19.1, Synergy_ZIP=12.2, Synergy_Bliss=13.9, Synergy_Loewe=10.2, Synergy_HSA=9.77. (4) Drug 1: C1CCN(CC1)CCOC2=CC=C(C=C2)C(=O)C3=C(SC4=C3C=CC(=C4)O)C5=CC=C(C=C5)O. Drug 2: C1=CC=C(C(=C1)C(C2=CC=C(C=C2)Cl)C(Cl)Cl)Cl. Cell line: T-47D. Synergy scores: CSS=16.6, Synergy_ZIP=-5.95, Synergy_Bliss=0.192, Synergy_Loewe=2.02, Synergy_HSA=4.00. (5) Drug 1: C1=NC2=C(N1)C(=S)N=CN2. Drug 2: CC1CCC2CC(C(=CC=CC=CC(CC(C(=O)C(C(C(=CC(C(=O)CC(OC(=O)C3CCCCN3C(=O)C(=O)C1(O2)O)C(C)CC4CCC(C(C4)OC)O)C)C)O)OC)C)C)C)OC. Cell line: OVCAR-4. Synergy scores: CSS=5.51, Synergy_ZIP=-3.32, Synergy_Bliss=-0.253, Synergy_Loewe=0.992, Synergy_HSA=1.44. (6) Drug 1: CC1OCC2C(O1)C(C(C(O2)OC3C4COC(=O)C4C(C5=CC6=C(C=C35)OCO6)C7=CC(=C(C(=C7)OC)O)OC)O)O. Drug 2: COC1=CC(=CC(=C1O)OC)C2C3C(COC3=O)C(C4=CC5=C(C=C24)OCO5)OC6C(C(C7C(O6)COC(O7)C8=CC=CS8)O)O. Cell line: LOX IMVI. Synergy scores: CSS=56.9, Synergy_ZIP=5.04, Synergy_Bliss=4.80, Synergy_Loewe=12.5, Synergy_HSA=14.4. (7) Drug 1: C1=NC2=C(N1)C(=S)N=CN2. Drug 2: CC(C)NC(=O)C1=CC=C(C=C1)CNNC.Cl. Cell line: HCC-2998. Synergy scores: CSS=5.14, Synergy_ZIP=-5.75, Synergy_Bliss=0.692, Synergy_Loewe=-22.3, Synergy_HSA=-3.94.